From a dataset of Catalyst prediction with 721,799 reactions and 888 catalyst types from USPTO. Predict which catalyst facilitates the given reaction. (1) Reactant: [C:1]([O:5][C:6](=[O:13])[CH2:7][C@@H:8]([C:10]([OH:12])=[O:11])[NH2:9])([CH3:4])([CH3:3])[CH3:2].C([O-])(O)=O.[Na+].Cl[C:20]([O:22][CH2:23][C:24]1[CH:29]=[CH:28][CH:27]=[CH:26][CH:25]=1)=[O:21]. Product: [C:1]([O:5][C:6](=[O:13])[CH2:7][C@@H:8]([C:10]([OH:12])=[O:11])[NH:9][C:20]([O:22][CH2:23][C:24]1[CH:29]=[CH:28][CH:27]=[CH:26][CH:25]=1)=[O:21])([CH3:4])([CH3:2])[CH3:3]. The catalyst class is: 90. (2) Reactant: [F:1][C:2]1[CH:7]=[C:6]([C:8](=[N:17][OH:18])[C:9]([C:11]2[CH:16]=[CH:15][CH:14]=[CH:13][N:12]=2)=O)[CH:5]=[CH:4][N:3]=1.[CH3:19][C:20]([CH:23]=O)([CH3:22])[CH3:21].C([O-])(=O)C.[NH4+:29].C(O)(=O)C.[OH-].[Na+]. Product: [C:20]([C:23]1[N:17]([OH:18])[C:8]([C:6]2[CH:5]=[CH:4][N:3]=[C:2]([F:1])[CH:7]=2)=[C:9]([C:11]2[CH:16]=[CH:15][CH:14]=[CH:13][N:12]=2)[N:29]=1)([CH3:22])([CH3:21])[CH3:19]. The catalyst class is: 6. (3) Reactant: [C:1]([O:5][C:6]([N:8]([CH3:46])[C@H:9]([C:21]([NH:23][C@H:24]([C:30]([N:32]([C@@H:34]([CH:43]([CH3:45])[CH3:44])/[CH:35]=[C:36](\[CH3:42])/[C:37]([O:39]CC)=[O:38])[CH3:33])=[O:31])[C:25]([S:28][CH3:29])([CH3:27])[CH3:26])=[O:22])[C:10]([CH3:20])([CH3:19])[C:11]1[CH:16]=[CH:15][C:14]([O:17][CH3:18])=[CH:13][CH:12]=1)=[O:7])([CH3:4])([CH3:3])[CH3:2].O.[OH-].[Li+]. Product: [C:1]([O:5][C:6]([N:8]([CH3:46])[C@H:9]([C:21]([NH:23][C@H:24]([C:30]([N:32]([C@@H:34]([CH:43]([CH3:44])[CH3:45])/[CH:35]=[C:36](/[C:37]([OH:39])=[O:38])\[CH3:42])[CH3:33])=[O:31])[C:25]([S:28][CH3:29])([CH3:26])[CH3:27])=[O:22])[C:10]([CH3:20])([CH3:19])[C:11]1[CH:16]=[CH:15][C:14]([O:17][CH3:18])=[CH:13][CH:12]=1)=[O:7])([CH3:2])([CH3:3])[CH3:4]. The catalyst class is: 5. (4) Reactant: [CH3:1][C:2]1[C:6]([C:7]2[CH:12]=[CH:11][N:10]=[CH:9][CH:8]=2)=[C:5]([C:13]2[CH:30]=[CH:29][C:16]([O:17][CH2:18][C:19]3[CH:28]=[CH:27][C:26]4[C:21](=[CH:22][CH:23]=[CH:24][CH:25]=4)[N:20]=3)=[CH:15][CH:14]=2)[NH:4][N:3]=1.[H-].[Na+].[CH3:33]I.O. Product: [CH3:33][N:4]1[C:5]([C:13]2[CH:30]=[CH:29][C:16]([O:17][CH2:18][C:19]3[CH:28]=[CH:27][C:26]4[C:21](=[CH:22][CH:23]=[CH:24][CH:25]=4)[N:20]=3)=[CH:15][CH:14]=2)=[C:6]([C:7]2[CH:8]=[CH:9][N:10]=[CH:11][CH:12]=2)[C:2]([CH3:1])=[N:3]1. The catalyst class is: 9.